Task: Predict the reactants needed to synthesize the given product.. Dataset: Full USPTO retrosynthesis dataset with 1.9M reactions from patents (1976-2016) (1) Given the product [O:10]1[C:6]2[CH:5]=[CH:4][CH:3]=[CH:21][C:7]=2[N:8]=[CH:9]1, predict the reactants needed to synthesize it. The reactants are: CO[C:3]1[CH:4]=[CH:5][C:6]2[O:10][C:9](C3C=CC=C(C(F)(F)F)C=3)=[N:8][C:7]=2[CH:21]=1.B(Br)(Br)Br. (2) The reactants are: ClC1C=CC([NH:6][C:7]2[C:16]3[C:11](=[CH:12][C:13](OCC4CCNCC4)=[C:14]([O:17][CH3:18])[CH:15]=3)[N:10]=[CH:9][N:8]=2)=C(F)C=1.F[P-](F)(F)(F)(F)F.N1(OC(N(C)C)=[N+](C)C)C2N=CC=CC=2N=N1.CN(C)CC(O)=O.C(N(C(C)C)CC)(C)C. Given the product [NH3:6].[CH3:18][O:17][C:14]1[CH:15]=[C:16]2[C:11](=[CH:12][CH:13]=1)[N:10]=[CH:9][N:8]=[CH:7]2, predict the reactants needed to synthesize it. (3) Given the product [Cl:1][C:2]1[CH:7]=[CH:6][C:5]([C:8]2[C:17]3[C:12](=[CH:13][CH:14]=[C:15]([C:18]([N:52]4[CH2:57][CH2:56][O:55][CH2:54][CH2:53]4)=[O:19])[CH:16]=3)[CH:11]=[N:10][CH:9]=2)=[CH:4][CH:3]=1, predict the reactants needed to synthesize it. The reactants are: [Cl:1][C:2]1[CH:7]=[CH:6][C:5]([C:8]2[C:17]3[C:12](=[CH:13][CH:14]=[C:15]([C:18](O)=[O:19])[CH:16]=3)[CH:11]=[N:10][CH:9]=2)=[CH:4][CH:3]=1.F[B-](F)(F)F.N1(OC(N(C)C)=[N+](C)C)C2C=CC=CC=2N=N1.C(N(CC)C(C)C)(C)C.[NH:52]1[CH2:57][CH2:56][O:55][CH2:54][CH2:53]1. (4) Given the product [Br:10][C:3]1[CH:4]=[C:5]([CH:6]2[C:20]3[C:21](=[O:25])[NH:22][N:23]([CH3:24])[C:19]=3[NH:18][C:16]3[CH2:11][CH2:12][C:13](=[O:14])[C:15]2=3)[CH:8]=[CH:9][C:2]=1[CH3:1], predict the reactants needed to synthesize it. The reactants are: [CH3:1][C:2]1[CH:9]=[CH:8][C:5]([CH:6]=O)=[CH:4][C:3]=1[Br:10].[CH2:11]1[C:16](=O)[CH2:15][C:13](=[O:14])[CH2:12]1.[NH2:18][C:19]1[N:23]([CH3:24])[NH:22][C:21](=[O:25])[CH:20]=1. (5) Given the product [CH3:26][S:23]([O:1][CH2:2][C@H:3]1[O:8][CH2:7][CH2:6][N:5]([C:9]([O:11][C:12]([CH3:15])([CH3:14])[CH3:13])=[O:10])[CH2:4]1)(=[O:25])=[O:24], predict the reactants needed to synthesize it. The reactants are: [OH:1][CH2:2][C@H:3]1[O:8][CH2:7][CH2:6][N:5]([C:9]([O:11][C:12]([CH3:15])([CH3:14])[CH3:13])=[O:10])[CH2:4]1.C(N(CC)CC)C.[S:23](Cl)([CH3:26])(=[O:25])=[O:24].